Dataset: Reaction yield outcomes from USPTO patents with 853,638 reactions. Task: Predict the reaction yield, written as a fraction of the theoretical maximum amount of product (1.0 means a 100% yield; for example, 0.34 means a 34% yield). (1) The reactants are [CH:1]1([C:6]2[NH:14][C:13]3[C:12](=[O:15])[N:11]([CH3:16])[C:10](=[O:17])[N:9]([CH3:18])[C:8]=3[N:7]=2)[CH2:5][CH2:4][CH2:3][CH2:2]1.C([O-])([O-])=O.[K+].[K+].[Cl:25][C:26]1[CH:33]=[CH:32][CH:31]=[C:30]([F:34])[C:27]=1[CH2:28]Br. The catalyst is CN(C=O)C. The product is [Cl:25][C:26]1[CH:33]=[CH:32][CH:31]=[C:30]([F:34])[C:27]=1[CH2:28][N:14]1[C:13]2[C:12](=[O:15])[N:11]([CH3:16])[C:10](=[O:17])[N:9]([CH3:18])[C:8]=2[N:7]=[C:6]1[CH:1]1[CH2:2][CH2:3][CH2:4][CH2:5]1. The yield is 0.140. (2) The reactants are Cl[C:2]1[CH:3]=[CH:4][C:5]2[C:34]3[C:10](=[C:11]4[C:31](=[CH:32][CH:33]=3)[C:15]3[N:16]=[C:17]([C@@H:19]5[CH2:23][CH2:22][CH2:21][N:20]5[C:24]([O:26][C:27]([CH3:30])([CH3:29])[CH3:28])=[O:25])[NH:18][C:14]=3[CH:13]=[CH:12]4)[O:9][CH2:8][C:6]=2[CH:7]=1.[B:35]1([B:35]2[O:39][C:38]([CH3:41])([CH3:40])[C:37]([CH3:43])([CH3:42])[O:36]2)[O:39][C:38]([CH3:41])([CH3:40])[C:37]([CH3:43])([CH3:42])[O:36]1.CC(C1C=C(C(C)C)C(C2C=CC=CC=2P(C2CCCCC2)C2CCCCC2)=C(C(C)C)C=1)C.C([O-])(=O)C.[K+]. The catalyst is O1CCOCC1.C(OCC)(=O)C.C1C=CC(/C=C/C(/C=C/C2C=CC=CC=2)=O)=CC=1.C1C=CC(/C=C/C(/C=C/C2C=CC=CC=2)=O)=CC=1.C1C=CC(/C=C/C(/C=C/C2C=CC=CC=2)=O)=CC=1.[Pd].[Pd]. The product is [CH3:42][C:37]1([CH3:43])[C:38]([CH3:41])([CH3:40])[O:39][B:35]([C:2]2[CH:3]=[CH:4][C:5]3[C:34]4[C:10](=[C:11]5[C:31](=[CH:32][CH:33]=4)[C:15]4[N:16]=[C:17]([C@@H:19]6[CH2:23][CH2:22][CH2:21][N:20]6[C:24]([O:26][C:27]([CH3:30])([CH3:29])[CH3:28])=[O:25])[NH:18][C:14]=4[CH:13]=[CH:12]5)[O:9][CH2:8][C:6]=3[CH:7]=2)[O:36]1. The yield is 0.900. (3) The reactants are Cl[C:2]1[N:7]=[C:6]2[CH2:8][CH2:9][CH2:10][C:5]2=[C:4]([Cl:11])[CH:3]=1.C([Sn](CCCC)(CCCC)[C:17]1[O:18][CH:19]=[CH:20][CH:21]=1)CCC. The catalyst is O1CCOCC1.C1C=CC([P]([Pd]([P](C2C=CC=CC=2)(C2C=CC=CC=2)C2C=CC=CC=2)([P](C2C=CC=CC=2)(C2C=CC=CC=2)C2C=CC=CC=2)[P](C2C=CC=CC=2)(C2C=CC=CC=2)C2C=CC=CC=2)(C2C=CC=CC=2)C2C=CC=CC=2)=CC=1. The product is [Cl:11][C:4]1[CH:3]=[C:2]([C:17]2[O:18][CH:19]=[CH:20][CH:21]=2)[N:7]=[C:6]2[CH2:8][CH2:9][CH2:10][C:5]=12. The yield is 0.920. (4) The reactants are C([O:3][C:4](=O)[CH2:5][O:6][C:7]1[CH:12]=[CH:11][CH:10]=[C:9]([C:13]([CH2:29][CH2:30][CH2:31][CH3:32])=[C:14]([C:22]2[CH:27]=[CH:26][C:25]([OH:28])=[CH:24][CH:23]=2)[C:15]2[CH:20]=[CH:19][C:18]([OH:21])=[CH:17][CH:16]=2)[CH:8]=1)C.[H-].[H-].[H-].[H-].[Li+].[Al+3]. The catalyst is C1COCC1. The product is [OH:3][CH2:4][CH2:5][O:6][C:7]1[CH:8]=[C:9]([C:13]([CH2:29][CH2:30][CH2:31][CH3:32])=[C:14]([C:15]2[CH:16]=[CH:17][C:18]([OH:21])=[CH:19][CH:20]=2)[C:22]2[CH:27]=[CH:26][C:25]([OH:28])=[CH:24][CH:23]=2)[CH:10]=[CH:11][CH:12]=1. The yield is 0.960. (5) The reactants are [N:1]1([C:6]2[CH:11]=[CH:10][C:9]([C:12]#[C:13][CH2:14][OH:15])=[CH:8][CH:7]=2)[CH:5]=[CH:4][CH:3]=[N:2]1. The catalyst is CC(C)=O.O=[Mn]=O. The product is [N:1]1([C:6]2[CH:11]=[CH:10][C:9]([C:12]#[C:13][CH:14]=[O:15])=[CH:8][CH:7]=2)[CH:5]=[CH:4][CH:3]=[N:2]1. The yield is 0.270. (6) The reactants are [C:1]([C:3]1[CH:8]=[CH:7][C:6]([CH3:9])=[CH:5][C:4]=1[NH:10][C:11](=O)[C:12]1[CH:17]=[CH:16][CH:15]=[CH:14][C:13]=1[O:18][CH3:19])#[N:2].[OH-:21].[Na+].OO. The catalyst is C(O)C. The product is [CH3:19][O:18][C:13]1[CH:14]=[CH:15][CH:16]=[CH:17][C:12]=1[C:11]1[NH:2][C:1](=[O:21])[C:3]2[C:4](=[CH:5][C:6]([CH3:9])=[CH:7][CH:8]=2)[N:10]=1. The yield is 0.540. (7) The reactants are C(O)(=O)C=O.BrC1C=C2C(C(CCN)=CN2)=CC=1F.[OH-].[Na+].[Br:22][C:23]1[CH:31]=[C:30]2[C:26]([C:27]3[CH2:35][CH2:34][NH:33][CH2:32][C:28]=3[NH:29]2)=[CH:25][C:24]=1[F:36].BrC1C2NC3CCNCC=3C=2C=CC=1F.[C:52](=O)([O:58]C(C)(C)C)[O:53][C:54]([CH3:57])([CH3:56])[CH3:55]. The catalyst is Cl.ClCCl.CN(C1C=CN=CC=1)C. The product is [Br:22][C:23]1[CH:31]=[C:30]2[C:26]([C:27]3[CH2:35][CH2:34][N:33]([C:52]([O:53][C:54]([CH3:57])([CH3:56])[CH3:55])=[O:58])[CH2:32][C:28]=3[NH:29]2)=[CH:25][C:24]=1[F:36]. The yield is 0.120. (8) The reactants are Cl.Cl.[NH2:3][CH2:4][C@@:5]1([OH:13])[CH:10]2[CH2:11][CH2:12][N:7]([CH2:8][CH2:9]2)[CH2:6]1.C([O-])([O-])=O.[Cs+].[Cs+].[N:20]([C:23]1[CH:28]=[N:27][C:26]([S:29][CH3:30])=[CH:25][N:24]=1)=[C:21]=S.C(N=C=NC(C)C)(C)C. The catalyst is CN(C)C=O. The product is [CH3:30][S:29][C:26]1[N:27]=[CH:28][C:23]([NH:20][C:21]2[O:13][C@:5]3([CH2:4][N:3]=2)[CH:10]2[CH2:9][CH2:8][N:7]([CH2:12][CH2:11]2)[CH2:6]3)=[N:24][CH:25]=1. The yield is 0.160.